From a dataset of Catalyst prediction with 721,799 reactions and 888 catalyst types from USPTO. Predict which catalyst facilitates the given reaction. (1) Reactant: [C:1]1([NH2:8])[CH:6]=[CH:5][C:4]([NH2:7])=[CH:3][CH:2]=1.[C:9]1(=[O:16])[O:15][C:13](=[O:14])[CH:12]=[C:10]1[CH3:11]. Product: [NH2:7][C:4]1[CH:5]=[CH:6][C:1]([NH:8][C:13](=[O:14])/[CH:12]=[C:10](/[CH3:11])\[C:9]([OH:16])=[O:15])=[CH:2][CH:3]=1. The catalyst class is: 7. (2) Reactant: [Br:1][C:2]1[CH:10]=[CH:9][C:8]([O:11][CH3:12])=[CH:7][C:3]=1[C:4](Cl)=[O:5].[CH3:13][Zn]C. Product: [Br:1][C:2]1[CH:10]=[CH:9][C:8]([O:11][CH3:12])=[CH:7][C:3]=1[C:4](=[O:5])[CH3:13]. The catalyst class is: 11.